From a dataset of Full USPTO retrosynthesis dataset with 1.9M reactions from patents (1976-2016). Predict the reactants needed to synthesize the given product. Given the product [Br:1][C:17]1[C:16]2[C:20](=[CH:21][C:13]([N+:10]([O-:12])=[O:11])=[CH:14][CH:15]=2)[NH:19][CH:18]=1, predict the reactants needed to synthesize it. The reactants are: [Br:1]NC(=O)CCC(N)=O.[N+:10]([C:13]1[CH:21]=[C:20]2[C:16]([CH:17]=[CH:18][NH:19]2)=[CH:15][CH:14]=1)([O-:12])=[O:11].